Predict the reaction yield, written as a fraction of the theoretical maximum amount of product (1.0 means a 100% yield; for example, 0.34 means a 34% yield). From a dataset of Reaction yield outcomes from USPTO patents with 853,638 reactions. (1) The reactants are [NH:1]1[CH:5]=[N:4][C:3]([NH2:6])=[N:2]1.[O:7]1[C:11]2([CH2:16][CH2:15][C:14](=O)[CH2:13][CH2:12]2)[O:10][CH2:9][CH2:8]1.C(O[BH-](OC(=O)C)OC(=O)C)(=O)C.[Na+].O. The catalyst is C(O)(=O)C. The product is [O:7]1[C:11]2([CH2:16][CH2:15][CH:14]([NH:6][C:3]3[NH:4][CH:5]=[N:1][N:2]=3)[CH2:13][CH2:12]2)[O:10][CH2:9][CH2:8]1. The yield is 0.940. (2) The reactants are [C:1]([O:5][C:6]([N:8]1[CH2:14][C:13]2[CH:15]=[CH:16][CH:17]=[C:18]([C:19]([OH:21])=O)[C:12]=2[O:11][CH2:10][CH2:9]1)=[O:7])([CH3:4])([CH3:3])[CH3:2].ON1C2C=[CH:29][CH:30]=[CH:31][C:26]=2[N:25]=N1.N1CCCC1.Cl.CN(C)CCCN=C=NCC. The catalyst is CN(C=O)C.O. The product is [N:25]1([C:19]([C:18]2[C:12]3[O:11][CH2:10][CH2:9][N:8]([C:6]([O:5][C:1]([CH3:3])([CH3:4])[CH3:2])=[O:7])[CH2:14][C:13]=3[CH:15]=[CH:16][CH:17]=2)=[O:21])[CH2:26][CH2:31][CH2:30][CH2:29]1. The yield is 0.892. (3) The product is [Cl:29][C:27]1[CH:28]=[C:23]([NH:1][C:2]2[N:7]=[CH:6][C:5]([N:8]3[CH2:13][CH2:12][N:11]([C:14]([O:16][C:17]([CH3:20])([CH3:19])[CH3:18])=[O:15])[CH2:10][C@@H:9]3[CH3:21])=[CH:4][CH:3]=2)[C:24](=[O:31])[N:25]([CH3:30])[N:26]=1. The catalyst is C1C=CC(/C=C/C(/C=C/C2C=CC=CC=2)=O)=CC=1.C1C=CC(/C=C/C(/C=C/C2C=CC=CC=2)=O)=CC=1.C1C=CC(/C=C/C(/C=C/C2C=CC=CC=2)=O)=CC=1.[Pd].[Pd].CC1(C)C2C(=C(P(C3C=CC=CC=3)C3C=CC=CC=3)C=CC=2)OC2C(P(C3C=CC=CC=3)C3C=CC=CC=3)=CC=CC1=2.O1CCOCC1. The reactants are [NH2:1][C:2]1[N:7]=[CH:6][C:5]([N:8]2[CH2:13][CH2:12][N:11]([C:14]([O:16][C:17]([CH3:20])([CH3:19])[CH3:18])=[O:15])[CH2:10][C@@H:9]2[CH3:21])=[CH:4][CH:3]=1.Br[C:23]1[C:24](=[O:31])[N:25]([CH3:30])[N:26]=[C:27]([Cl:29])[CH:28]=1.C([O-])([O-])=O.[Cs+].[Cs+]. The yield is 0.860. (4) The reactants are [OH-:1].[Na+].CS(C)=O.[CH:7]([N:10]1[C:14](S(C)(=O)=O)=[N:13][N:12]=[C:11]1[C:19]1[CH:24]=[C:23]([CH:25]([CH3:27])[CH3:26])[C:22]([O:28][CH2:29][O:30][CH3:31])=[CH:21][C:20]=1[O:32][CH2:33][O:34][CH3:35])([CH3:9])[CH3:8]. The catalyst is O. The product is [CH:7]([N:10]1[C:11]([C:19]2[CH:24]=[C:23]([CH:25]([CH3:27])[CH3:26])[C:22]([O:28][CH2:29][O:30][CH3:31])=[CH:21][C:20]=2[O:32][CH2:33][O:34][CH3:35])=[N:12][NH:13][C:14]1=[O:1])([CH3:9])[CH3:8]. The yield is 0.780. (5) The reactants are [N:1]([CH2:4][CH2:5][C:6]1[C:14]2[C:9](=[N:10][CH:11]=[C:12]([Cl:15])[CH:13]=2)[NH:8][C:7]=1[Si:16]([CH2:21][CH3:22])([CH2:19][CH3:20])[CH2:17][CH3:18])=[N+]=[N-].C1(P(C2C=CC=CC=2)C2C=CC=CC=2)C=CC=CC=1. The catalyst is CO. The product is [Cl:15][C:12]1[CH:13]=[C:14]2[C:6]([CH2:5][CH2:4][NH2:1])=[C:7]([Si:16]([CH2:19][CH3:20])([CH2:17][CH3:18])[CH2:21][CH3:22])[NH:8][C:9]2=[N:10][CH:11]=1. The yield is 0.620. (6) The reactants are [CH:1]1[C:10]2[C:5](=[CH:6][CH:7]=[CH:8][CH:9]=2)[CH:4]=[CH:3][C:2]=1[CH2:11][C:12]#[N:13].[C:14]([O:18][CH3:19])(=[O:17])[CH:15]=[CH2:16]. The catalyst is CC(O)(C)C.CC(O)(C)C.CO. The product is [C:12]([C:11]([C:2]1[CH:3]=[CH:4][C:5]2[C:10](=[CH:9][CH:8]=[CH:7][CH:6]=2)[CH:1]=1)([CH2:16][CH2:15][C:14]([O:18][CH3:19])=[O:17])[CH2:15][C:14]([O:18][CH3:19])=[O:17])#[N:13]. The yield is 0.820. (7) The reactants are Cl[C:2]1[N:7]=[C:6]([NH:8][C:9]2[CH:18]=[CH:17][CH:16]=[CH:15][C:10]=2[C:11]([NH:13][CH3:14])=[O:12])[C:5]([Cl:19])=[CH:4][N:3]=1.[F:20][C:21]([F:37])([F:36])[CH2:22][NH:23][CH:24]1[CH2:30][CH2:29][C:28]2[CH:31]=[C:32]([NH2:35])[CH:33]=[CH:34][C:27]=2[CH2:26][CH2:25]1.CC1(C)[C@]2(CS(O)(=O)=O)C(C[C@H]1CC2)=O.C(=O)(O)[O-].[Na+]. The catalyst is CC(O)C.C(Cl)Cl.O. The product is [Cl:19][C:5]1[C:6]([NH:8][C:9]2[CH:18]=[CH:17][CH:16]=[CH:15][C:10]=2[C:11]([NH:13][CH3:14])=[O:12])=[N:7][C:2]([NH:35][C:32]2[CH:33]=[CH:34][C:27]3[CH2:26][CH2:25][CH:24]([NH:23][CH2:22][C:21]([F:20])([F:36])[F:37])[CH2:30][CH2:29][C:28]=3[CH:31]=2)=[N:3][CH:4]=1. The yield is 0.0740.